From a dataset of Full USPTO retrosynthesis dataset with 1.9M reactions from patents (1976-2016). Predict the reactants needed to synthesize the given product. (1) Given the product [C:1]([O:5][C:6](=[O:26])[NH:7][C:8]1([CH3:25])[CH2:11][NH:10][CH2:9]1)([CH3:4])([CH3:2])[CH3:3], predict the reactants needed to synthesize it. The reactants are: [C:1]([O:5][C:6](=[O:26])[NH:7][C:8]1([CH3:25])[CH2:11][N:10](C(C2C=CC=CC=2)C2C=CC=CC=2)[CH2:9]1)([CH3:4])([CH3:3])[CH3:2].Cl. (2) Given the product [CH3:30][C:19]1[N:18]([CH3:17])[C:22]([C:23]2[CH:24]=[C:25]([NH:26][C:11]([C:10]3[CH:9]=[C:8]([C:5]4[CH:4]=[CH:3][C:2]([F:1])=[CH:7][CH:6]=4)[CH:16]=[CH:15][CH:14]=3)=[O:13])[CH:27]=[CH:28][CH:29]=2)=[CH:21][N:20]=1, predict the reactants needed to synthesize it. The reactants are: [F:1][C:2]1[CH:7]=[CH:6][C:5]([C:8]2[CH:9]=[C:10]([CH:14]=[CH:15][CH:16]=2)[C:11]([OH:13])=O)=[CH:4][CH:3]=1.[CH3:17][N:18]1[C:22]([C:23]2[CH:24]=[C:25]([CH:27]=[CH:28][CH:29]=2)[NH2:26])=[CH:21][N:20]=[C:19]1[CH3:30].Cl.C(N=C=NCCCN(C)C)C. (3) Given the product [F:1][C:2]1[CH:3]=[C:4]2[C:8](=[CH:9][CH:10]=1)[NH:7][C:6](=[O:11])[C:5]2=[CH:12][C:13]1[CH:14]=[C:15]([CH:26]=[CH:27][CH:28]=1)[C:16]([NH:18][CH2:19][CH2:20][CH2:21][CH2:22][C:23]([NH:65][C:62]1[CH:63]=[CH:64][C:59]([F:58])=[CH:60][C:61]=1[NH2:66])=[O:25])=[O:17], predict the reactants needed to synthesize it. The reactants are: [F:1][C:2]1[CH:3]=[C:4]2[C:8](=[CH:9][CH:10]=1)[NH:7][C:6](=[O:11])[C:5]2=[CH:12][C:13]1[CH:14]=[C:15]([CH:26]=[CH:27][CH:28]=1)[C:16]([NH:18][CH2:19][CH2:20][CH2:21][CH2:22][C:23]([OH:25])=O)=[O:17].Cl.C(N=C=NCCCN(C)C)C.OC1C2N=NNC=2C=CC=1.C(N(CC)CC)C.[F:58][C:59]1[CH:64]=[CH:63][C:62]([NH2:65])=[C:61]([NH2:66])[CH:60]=1. (4) Given the product [O:36]1[CH2:37][CH2:38][N:33]([C:6]2[N:1]=[CH:2][C:3]([C:7]3[C:15]4[C:10](=[CH:11][C:12]([CH:16]=[O:17])=[CH:13][CH:14]=4)[NH:9][N:8]=3)=[CH:4][CH:5]=2)[CH2:34][CH2:35]1, predict the reactants needed to synthesize it. The reactants are: [N:1]1[CH:6]=[CH:5][CH:4]=[C:3]([C:7]2[C:15]3[C:10](=[CH:11][C:12]([CH:16]=[O:17])=[CH:13][CH:14]=3)[NH:9][N:8]=2)[CH:2]=1.B1(C2C=CC([N:33]3[CH2:38][CH2:37][O:36][CH2:35][CH2:34]3)=NC=2)OC(C)(C)C(C)(C)O1.